This data is from Catalyst prediction with 721,799 reactions and 888 catalyst types from USPTO. The task is: Predict which catalyst facilitates the given reaction. (1) Reactant: C(OC([N:8]1[CH2:36][CH2:35][N:11]2[C:12]3[CH:13]=[CH:14][CH:15]=[CH:16][C:17]=3[C:18]([C:19]([N:21]3[CH2:26][CH2:25][CH:24]([C:27]4[CH:32]=[CH:31][CH:30]=[CH:29][C:28]=4[O:33][CH3:34])[CH2:23][CH2:22]3)=[O:20])=[C:10]2[CH2:9]1)=O)(C)(C)C.[ClH:37]. Product: [ClH:37].[CH3:34][O:33][C:28]1[CH:29]=[CH:30][CH:31]=[CH:32][C:27]=1[CH:24]1[CH2:25][CH2:26][N:21]([C:19]([C:18]2[C:17]3[CH:16]=[CH:15][CH:14]=[CH:13][C:12]=3[N:11]3[CH2:35][CH2:36][NH:8][CH2:9][C:10]=23)=[O:20])[CH2:22][CH2:23]1. The catalyst class is: 5. (2) Reactant: [NH2:1][C:2]1[N:7]=[C:6]([C:8]2[CH:13]=[CH:12][CH:11]=[CH:10][C:9]=2[F:14])[C:5]([C:15]#[N:16])=[C:4](S(C)=O)[N:3]=1.N1C=CC=CC=1C([OH:28])C.[CH2:29]1[CH2:39][CH2:38][N:37]2C(=N[CH2:34][CH2:35][CH2:36]2)C[CH2:30]1. Product: [NH2:1][C:2]1[N:7]=[C:6]([C:8]2[CH:13]=[CH:12][CH:11]=[CH:10][C:9]=2[F:14])[C:5]([C:15]#[N:16])=[C:4]([O:28][CH2:34][CH2:35][C:36]2[CH:30]=[CH:29][CH:39]=[CH:38][N:37]=2)[N:3]=1. The catalyst class is: 57. (3) Product: [CH2:1]([O:3][CH:4]([O:8][CH2:9][CH3:10])[C:5]1[S:7][CH:12]=[C:13]([C:14]([O:16][CH2:17][CH3:18])=[O:15])[N:6]=1)[CH3:2]. The catalyst class is: 14. Reactant: [CH2:1]([O:3][CH:4]([O:8][CH2:9][CH3:10])[C:5](=[S:7])[NH2:6])[CH3:2].Br[CH2:12][C:13](=O)[C:14]([O:16][CH2:17][CH3:18])=[O:15]. (4) Reactant: Br[C:2]1[CH:15]=[CH:14][C:13]2[N:12]([C:16]3[CH:21]=[CH:20][CH:19]=[CH:18][CH:17]=3)[C:11]3[C:6](=[CH:7][C:8]([C:22]4[CH:27]=[CH:26][CH:25]=[CH:24][CH:23]=4)=[CH:9][CH:10]=3)[C:5]([CH3:29])([CH3:28])[C:4]=2[CH:3]=1.[CH2:30](O)[CH3:31].C(=O)([O-])[O-].[K+].[K+].[C:39]1([CH3:45])[CH:44]=[CH:43][CH:42]=[CH:41][CH:40]=1. Product: [C:39]1([C:45]2[CH:31]=[CH:30][CH:29]=[CH:5][CH:28]=2)[CH:44]=[CH:43][C:42]([N:12]([C:11]2[CH:10]=[CH:9][C:8]([C:22]3[CH:27]=[CH:26][CH:25]=[CH:24][CH:23]=3)=[CH:7][CH:6]=2)[C:25]2[CH:26]=[CH:27][C:22]([C:8]3[CH:9]=[CH:10][C:11]4[N:12]([C:16]5[CH:17]=[CH:18][CH:19]=[CH:20][CH:21]=5)[C:13]5[C:4](=[CH:3][C:2]([C:15]6[CH:2]=[CH:3][CH:4]=[CH:13][CH:14]=6)=[CH:15][CH:14]=5)[C:5]([CH3:29])([CH3:28])[C:6]=4[CH:7]=3)=[CH:23][CH:24]=2)=[CH:41][CH:40]=1. The catalyst class is: 73. (5) Reactant: [Cl:1][C:2]1[CH:9]=[C:8]([Cl:10])[CH:7]=[C:6]([Cl:11])[C:3]=1[CH2:4]O.S(Cl)([Cl:14])=O.CN(C=O)C. Product: [Cl:1][C:2]1[CH:9]=[C:8]([Cl:10])[CH:7]=[C:6]([Cl:11])[C:3]=1[CH2:4][Cl:14]. The catalyst class is: 22. (6) Product: [CH3:14][O:17][C:22](=[O:23])[C:5]1[CH:9]=[CH:10][C:2]([Cl:1])=[C:3]([S:11]([CH3:25])(=[O:12])=[O:13])[CH:4]=1. The catalyst class is: 6. Reactant: [Cl:1][C:2]1[CH:10]=[CH:9][C:5](C(O)=O)=[CH:4][C:3]=1[S:11]([OH:13])=[O:12].[C:14](=[O:17])([O-])[O-].[K+].[K+].CN(C)[CH:22]=[O:23].[CH3:25]I.